From a dataset of Full USPTO retrosynthesis dataset with 1.9M reactions from patents (1976-2016). Predict the reactants needed to synthesize the given product. (1) Given the product [CH3:14][N:15]([CH3:17])/[CH:16]=[CH:1]/[C:2]1[C:7]([N+:8]([O-:10])=[O:9])=[CH:6][N:5]=[C:4](/[N:11]=[CH:14]/[N:15]([CH3:17])[CH3:16])[CH:3]=1, predict the reactants needed to synthesize it. The reactants are: [CH3:1][C:2]1[C:7]([N+:8]([O-:10])=[O:9])=[CH:6][N:5]=[C:4]([NH2:11])[CH:3]=1.CO[CH:14](OC)[N:15]([CH3:17])[CH3:16]. (2) Given the product [F:26][C:27]1[CH:32]=[CH:31][C:30]([N:33]2[C:37]([C:38]([OH:40])=[O:39])=[CH:36][N:35]=[C:34]2[CH2:43][CH2:44][C:45]2[C:50]([F:51])=[CH:49][CH:48]=[C:47]([F:52])[C:46]=2[F:53])=[CH:29][CH:28]=1, predict the reactants needed to synthesize it. The reactants are: CN1C=C(CN(C)C(C2N(C3C=CC(F)=CC=3)C(S)=NC=2)=O)C(C)=N1.[F:26][C:27]1[CH:32]=[CH:31][C:30]([N:33]2[C:37]([C:38]([O:40]CC)=[O:39])=[CH:36][N:35]=[C:34]2[CH2:43][CH2:44][C:45]2[C:50]([F:51])=[CH:49][CH:48]=[C:47]([F:52])[C:46]=2[F:53])=[CH:29][CH:28]=1.[OH-].[Li+].C1COCC1.